Dataset: Full USPTO retrosynthesis dataset with 1.9M reactions from patents (1976-2016). Task: Predict the reactants needed to synthesize the given product. The reactants are: [C:1]1([S:11]([N:14]2[C:22]3[C:17](=[C:18]([N+:23]([O-])=O)[CH:19]=[CH:20][CH:21]=3)[CH:16]=[CH:15]2)(=[O:13])=[O:12])[C:10]2[C:5](=[CH:6][CH:7]=[CH:8][CH:9]=2)[CH:4]=[CH:3][CH:2]=1.[H][H]. Given the product [C:1]1([S:11]([N:14]2[C:22]3[C:17](=[C:18]([NH2:23])[CH:19]=[CH:20][CH:21]=3)[CH:16]=[CH:15]2)(=[O:12])=[O:13])[C:10]2[C:5](=[CH:6][CH:7]=[CH:8][CH:9]=2)[CH:4]=[CH:3][CH:2]=1, predict the reactants needed to synthesize it.